Task: Predict the reactants needed to synthesize the given product.. Dataset: Full USPTO retrosynthesis dataset with 1.9M reactions from patents (1976-2016) The reactants are: Cl[C:2]1[C:3]2[CH:10]=[C:9]([C:11]3[CH2:20][CH2:19][C:14]4([O:18][CH2:17][CH2:16][O:15]4)[CH2:13][CH:12]=3)[NH:8][C:4]=2[N:5]=[CH:6][N:7]=1.BrC1NC2N=CN=C([C:30]3[C:31]([CH3:49])=[C:32]([NH:36][C:37](=[O:48])[C:38]4[CH:43]=[CH:42][C:41]([C:44]([CH3:47])([CH3:46])[CH3:45])=[CH:40][CH:39]=4)[CH:33]=[CH:34][CH:35]=3)C=2C=1. Given the product [C:44]([C:41]1[CH:42]=[CH:43][C:38]([C:37]([NH:36][C:32]2[CH:33]=[CH:34][CH:35]=[C:30]([C:2]3[C:3]4[CH:10]=[C:9]([C:11]5[CH2:20][CH2:19][C:14]6([O:18][CH2:17][CH2:16][O:15]6)[CH2:13][CH:12]=5)[NH:8][C:4]=4[N:5]=[CH:6][N:7]=3)[C:31]=2[CH3:49])=[O:48])=[CH:39][CH:40]=1)([CH3:47])([CH3:45])[CH3:46], predict the reactants needed to synthesize it.